This data is from Full USPTO retrosynthesis dataset with 1.9M reactions from patents (1976-2016). The task is: Predict the reactants needed to synthesize the given product. (1) Given the product [ClH:28].[CH3:1][C:2]1([CH3:27])[C:6]([CH3:7])([CH3:8])[O:5][B:4]([C:9]2[CH:10]=[N:11][N:12]([CH:14]3[CH2:19][CH2:18][NH:17][CH2:16][CH2:15]3)[CH:13]=2)[O:3]1, predict the reactants needed to synthesize it. The reactants are: [CH3:1][C:2]1([CH3:27])[C:6]([CH3:8])([CH3:7])[O:5][B:4]([C:9]2[CH:10]=[N:11][N:12]([CH:14]3[CH2:19][CH2:18][N:17](C(OC(C)(C)C)=O)[CH2:16][CH2:15]3)[CH:13]=2)[O:3]1.[ClH:28].CC(=O)OCC. (2) Given the product [NH:1]([C:17]([O:19][C:20]([CH3:23])([CH3:22])[CH3:21])=[O:18])[C@@H:2]([C:14]([O:16][N:25]1[C:33](=[O:35])[CH2:34][CH2:29][C:30]1=[O:31])=[O:15])[CH2:3][C:4]1[CH:13]=[C:12]2[C:7]([CH:8]=[CH:9][CH:10]=[CH:11]2)=[CH:6][CH:5]=1, predict the reactants needed to synthesize it. The reactants are: [NH:1]([C:17]([O:19][C:20]([CH3:23])([CH3:22])[CH3:21])=[O:18])[C@@H:2]([C:14]([OH:16])=[O:15])[CH2:3][C:4]1[CH:13]=[C:12]2[C:7]([CH:8]=[CH:9][CH:10]=[CH:11]2)=[CH:6][CH:5]=1.C[N:25]1[CH2:30][CH2:29]OCC1.[OH2:31].C[CH:33]([OH:35])[CH3:34]. (3) Given the product [NH2:18][C:17]1[C:12]2[S:11][CH:10]=[C:9](/[CH:8]=[CH:7]/[C:6]3[CH:19]=[C:2]([NH:1][C:26](=[O:27])[C:25]4[CH:29]=[CH:30][CH:31]=[C:23]([C:22]([F:21])([F:32])[F:33])[CH:24]=4)[CH:3]=[CH:4][C:5]=3[CH3:20])[C:13]=2[N:14]=[CH:15][N:16]=1, predict the reactants needed to synthesize it. The reactants are: [NH2:1][C:2]1[CH:3]=[CH:4][C:5]([CH3:20])=[C:6]([CH:19]=1)/[CH:7]=[CH:8]/[C:9]1[C:13]2[N:14]=[CH:15][N:16]=[C:17]([NH2:18])[C:12]=2[S:11][CH:10]=1.[F:21][C:22]([F:33])([F:32])[C:23]1[CH:24]=[C:25]([CH:29]=[CH:30][CH:31]=1)[C:26](Cl)=[O:27]. (4) Given the product [CH2:9]([O:8][C:6]([C:5]1[C:4](=[O:20])[C:18]2[C:13](=[N:14][CH:15]=[CH:16][CH:17]=2)[N:12]([CH3:21])[CH:11]=1)=[O:7])[CH3:10], predict the reactants needed to synthesize it. The reactants are: C(O[C:4](=[O:20])[C:5](=[CH:11][NH:12][C:13]1[CH:18]=[CH:17][CH:16]=[C:15](C)[N:14]=1)[C:6]([O:8][CH2:9][CH3:10])=[O:7])C.[CH3:21]CCCCC. (5) Given the product [CH2:1]([N:3]([CH:29]1[CH2:34][CH2:33][O:32][CH2:31][CH2:30]1)[C:4]1[C:5]([CH3:28])=[C:6]([CH:11]=[C:12]([C:14]2[CH:15]=[N:16][C:17]([O:20][CH:21]3[CH2:22][CH2:23][N:24]([CH3:27])[CH2:25][CH2:26]3)=[CH:18][CH:19]=2)[CH:13]=1)[C:7]([OH:9])=[O:8])[CH3:2], predict the reactants needed to synthesize it. The reactants are: [CH2:1]([N:3]([CH:29]1[CH2:34][CH2:33][O:32][CH2:31][CH2:30]1)[C:4]1[C:5]([CH3:28])=[C:6]([CH:11]=[C:12]([C:14]2[CH:15]=[N:16][C:17]([O:20][CH:21]3[CH2:26][CH2:25][N:24]([CH3:27])[CH2:23][CH2:22]3)=[CH:18][CH:19]=2)[CH:13]=1)[C:7]([O:9]C)=[O:8])[CH3:2].[OH-].[Na+].Cl. (6) Given the product [Cl:25][C:22]1[CH:23]=[CH:24][C:19]([C:9]2[N:10]=[C:11]3[C:16](=[O:17])[N:33]([CH2:32][C:29]4[CH:30]=[CH:31][N:26]=[CH:27][CH:28]=4)[C:14](=[O:18])[C:12]3=[N:13][C:8]=2[C:5]2[CH:4]=[CH:3][C:2]([Cl:1])=[CH:7][CH:6]=2)=[CH:20][CH:21]=1, predict the reactants needed to synthesize it. The reactants are: [Cl:1][C:2]1[CH:7]=[CH:6][C:5]([C:8]2[N:13]=[C:12]3[C:14](=[O:18])O[C:16](=[O:17])[C:11]3=[N:10][C:9]=2[C:19]2[CH:24]=[CH:23][C:22]([Cl:25])=[CH:21][CH:20]=2)=[CH:4][CH:3]=1.[N:26]1[CH:31]=[CH:30][C:29]([CH2:32][NH2:33])=[CH:28][CH:27]=1.CN(C=O)C.S(Cl)(Cl)=O. (7) Given the product [N:1]1([C:7]([C@@H:9]2[CH2:14][C@H:13]([N:15]([S:16]([C:19]3[CH:24]=[CH:23][CH:22]=[CH:21][C:20]=3[N+:25]([O-:27])=[O:26])(=[O:17])=[O:18])[CH2:42][CH2:43][CH3:44])[CH2:12][N:11]([C:28]([O:30][C:31]([CH3:34])([CH3:33])[CH3:32])=[O:29])[CH2:10]2)=[O:8])[CH2:6][CH2:5][O:4][CH2:3][CH2:2]1, predict the reactants needed to synthesize it. The reactants are: [N:1]1([C:7]([C@@H:9]2[CH2:14][C@H:13]([NH:15][S:16]([C:19]3[CH:24]=[CH:23][CH:22]=[CH:21][C:20]=3[N+:25]([O-:27])=[O:26])(=[O:18])=[O:17])[CH2:12][N:11]([C:28]([O:30][C:31]([CH3:34])([CH3:33])[CH3:32])=[O:29])[CH2:10]2)=[O:8])[CH2:6][CH2:5][O:4][CH2:3][CH2:2]1.C(=O)([O-])[O-].[Cs+].[Cs+].I[CH2:42][CH2:43][CH3:44]. (8) Given the product [ClH:1].[ClH:1].[CH3:19][N:17]1[CH:18]=[C:14]([C:7]2[CH:8]=[CH:9][C:4]([CH2:3][NH2:2])=[CH:5][CH:6]=2)[N:15]=[CH:16]1, predict the reactants needed to synthesize it. The reactants are: [ClH:1].[NH2:2][CH2:3][C:4]1[CH:9]=[CH:8][C:7](B(O)O)=[CH:6][CH:5]=1.Br[C:14]1[N:15]=[CH:16][N:17]([CH3:19])[CH:18]=1.C(=O)([O-])[O-].[Na+].[Na+].Cl. (9) Given the product [C:1]1([C:7]([C:17]2[CH:22]=[CH:21][C:20]([CH:23]=[CH:24][C:25]([NH:37][S:34]([C:28]3[CH:33]=[CH:32][CH:31]=[CH:30][CH:29]=3)(=[O:36])=[O:35])=[O:26])=[CH:19][CH:18]=2)=[C:8]([C:11]2[CH:16]=[CH:15][CH:14]=[CH:13][CH:12]=2)[CH2:9][CH3:10])[CH:2]=[CH:3][CH:4]=[CH:5][CH:6]=1, predict the reactants needed to synthesize it. The reactants are: [C:1]1(/[C:7](/[C:17]2[CH:22]=[CH:21][C:20]([CH:23]=[CH:24][C:25](O)=[O:26])=[CH:19][CH:18]=2)=[C:8](/[C:11]2[CH:16]=[CH:15][CH:14]=[CH:13][CH:12]=2)\[CH2:9][CH3:10])[CH:6]=[CH:5][CH:4]=[CH:3][CH:2]=1.[C:28]1([S:34]([NH2:37])(=[O:36])=[O:35])[CH:33]=[CH:32][CH:31]=[CH:30][CH:29]=1.